From a dataset of Peptide-MHC class I binding affinity with 185,985 pairs from IEDB/IMGT. Regression. Given a peptide amino acid sequence and an MHC pseudo amino acid sequence, predict their binding affinity value. This is MHC class I binding data. (1) The peptide sequence is AVQNEITLTH. The MHC is Patr-A0101 with pseudo-sequence Patr-A0101. The binding affinity (normalized) is 0. (2) The peptide sequence is LPHIIDEVM. The MHC is HLA-B35:01 with pseudo-sequence HLA-B35:01. The binding affinity (normalized) is 0.750. (3) The peptide sequence is REVFDYLLP. The MHC is HLA-B39:01 with pseudo-sequence HLA-B39:01. The binding affinity (normalized) is 0.0847.